From a dataset of Reaction yield outcomes from USPTO patents with 853,638 reactions. Predict the reaction yield, written as a fraction of the theoretical maximum amount of product (1.0 means a 100% yield; for example, 0.34 means a 34% yield). The reactants are C1(C2C=CC=CC=2)C=CC=CC=1.[C:13]([O:17][C:18](=[O:45])[NH:19][CH:20]1[CH2:25][CH2:24][N:23]([S:26]([C:29]2[C:34]([Cl:35])=[CH:33][CH:32]=[C:31]([NH:36][C:37]3[C:40](=[O:41])[C:39](=[O:42])[C:38]=3Cl)[C:30]=2[OH:44])(=[O:28])=[O:27])[CH2:22][CH2:21]1)([CH3:16])([CH3:15])[CH3:14].[NH2:46][C:47]1[CH:52]=[CH:51][CH:50]=[CH:49][CH:48]=1. The catalyst is C1COCC1.CN(C=O)C. The product is [C:13]([O:17][C:18](=[O:45])[NH:19][CH:20]1[CH2:25][CH2:24][N:23]([S:26]([C:29]2[C:34]([Cl:35])=[CH:33][CH:32]=[C:31]([NH:36][C:37]3[C:40](=[O:41])[C:39](=[O:42])[C:38]=3[NH:46][C:47]3[CH:52]=[CH:51][CH:50]=[CH:49][CH:48]=3)[C:30]=2[OH:44])(=[O:28])=[O:27])[CH2:22][CH2:21]1)([CH3:15])([CH3:14])[CH3:16]. The yield is 0.180.